Dataset: Reaction yield outcomes from USPTO patents with 853,638 reactions. Task: Predict the reaction yield, written as a fraction of the theoretical maximum amount of product (1.0 means a 100% yield; for example, 0.34 means a 34% yield). (1) The reactants are C([O:5][C:6]([C:8]1[O:9][C:10]2[CH:17]=[CH:16][CH:15]=[C:14]([C:18]3[CH:23]=[CH:22][CH:21]=[C:20]([N+:24]([O-:26])=[O:25])[CH:19]=3)[C:11]=2[C:12]=1[CH3:13])=[O:7])(C)(C)C.C(O)(C(F)(F)F)=O.ClCCl. No catalyst specified. The product is [CH3:13][C:12]1[C:11]2[C:14]([C:18]3[CH:23]=[CH:22][CH:21]=[C:20]([N+:24]([O-:26])=[O:25])[CH:19]=3)=[CH:15][CH:16]=[CH:17][C:10]=2[O:9][C:8]=1[C:6]([OH:7])=[O:5]. The yield is 0.920. (2) The reactants are [Br:1]C1SC(Br)=CC=1Br.COC1C=C(B(O)O)C=CC=1OC.[CH3:22][O:23][C:24]1[CH:25]=[C:26]([C:32]2[S:33][C:34]([C:37]3[CH:42]=[CH:41][C:40]([O:43][CH3:44])=[C:39]([O:45][CH3:46])[CH:38]=3)=[CH:35][CH:36]=2)[CH:27]=[CH:28][C:29]=1[O:30][CH3:31]. No catalyst specified. The product is [Br:1][C:36]1[CH:35]=[C:34]([C:37]2[CH:42]=[CH:41][C:40]([O:43][CH3:44])=[C:39]([O:45][CH3:46])[CH:38]=2)[S:33][C:32]=1[C:26]1[CH:27]=[CH:28][C:29]([O:30][CH3:31])=[C:24]([O:23][CH3:22])[CH:25]=1. The yield is 0.770. (3) The reactants are [CH3:1][C:2]1([CH3:12])[CH2:6][CH2:5][C:4](=[C:7]([C:10]#[N:11])[C:8]#[N:9])[CH2:3]1.[C:13](=[S:15])=[S:14].C(N(CC)CC)C.O. The catalyst is CN(C)C=O. The product is [NH2:11][C:10]1[S:15][C:13](=[S:14])[C:5]2[CH2:6][C:2]([CH3:12])([CH3:1])[CH2:3][C:4]=2[C:7]=1[C:8]#[N:9]. The yield is 0.600. (4) The reactants are [NH2:1][C:2]1[C:7]([CH:8]=[O:9])=[C:6](Cl)[N:5]=[CH:4][N:3]=1.[C:11]([O:15][C:16]([NH:18][CH:19]1[CH2:23][CH2:22][NH:21][CH2:20]1)=[O:17])([CH3:14])([CH3:13])[CH3:12].CCN(C(C)C)C(C)C. The catalyst is CC#N. The product is [C:11]([O:15][C:16](=[O:17])[NH:18][CH:19]1[CH2:23][CH2:22][N:21]([C:6]2[C:7]([CH:8]=[O:9])=[C:2]([NH2:1])[N:3]=[CH:4][N:5]=2)[CH2:20]1)([CH3:14])([CH3:12])[CH3:13]. The yield is 0.622. (5) The reactants are O.C(O)(=O)CC(CC(O)=O)(C(O)=O)O.C(=O)([O-])[O-].[K+].[K+].[CH3:21][C:22]1[CH:23]=[C:24]([CH:30]=[CH:31][C:32]=1[CH2:33][CH2:34][S:35][Si](C1C=CC=CC=1)(C1C=CC=CC=1)C1C=CC=CC=1)[C:25]([N:27]([CH3:29])[CH3:28])=[O:26]. The catalyst is CO. The product is [SH:35][CH2:34][CH2:33][C:32]1[CH:31]=[CH:30][C:24]([C:25]([N:27]([CH3:28])[CH3:29])=[O:26])=[CH:23][C:22]=1[CH3:21]. The yield is 0.990. (6) The product is [CH2:1]([O:8][C:9]1[C:10]([CH3:16])=[N:11][CH:12]=[C:13]([Br:17])[C:14]=1[OH:15])[C:2]1[CH:3]=[CH:4][CH:5]=[CH:6][CH:7]=1. The reactants are [CH2:1]([O:8][C:9]1[C:14](=[O:15])[CH:13]=[CH:12][NH:11][C:10]=1[CH3:16])[C:2]1[CH:7]=[CH:6][CH:5]=[CH:4][CH:3]=1.[Br:17]N1C(=O)CCC1=O. The catalyst is C(#N)C. The yield is 0.880. (7) The reactants are C([O:3][C:4](=O)[C:5]([F:13])([F:12])[C:6]1[CH:11]=[CH:10][CH:9]=[CH:8][CH:7]=1)C.[BH4-].[Na+].Cl. The catalyst is C(O)C. The product is [F:12][C:5]([F:13])([C:6]1[CH:7]=[CH:8][CH:9]=[CH:10][CH:11]=1)[CH2:4][OH:3]. The yield is 0.861.